This data is from Peptide-MHC class I binding affinity with 185,985 pairs from IEDB/IMGT. The task is: Regression. Given a peptide amino acid sequence and an MHC pseudo amino acid sequence, predict their binding affinity value. This is MHC class I binding data. The peptide sequence is AIIDYIAYM. The MHC is HLA-B27:05 with pseudo-sequence HLA-B27:05. The binding affinity (normalized) is 0.0847.